Task: Predict the product of the given reaction.. Dataset: Forward reaction prediction with 1.9M reactions from USPTO patents (1976-2016) (1) Given the reactants [CH3:1][S:2](Cl)(=[O:4])=[O:3].[OH:6][C@@H:7]1[CH2:11][CH2:10][N:9]([C:12]([CH:14]2[CH2:19][CH2:18][O:17][CH2:16][CH2:15]2)=[O:13])[CH2:8]1.CCN(CC)CC, predict the reaction product. The product is: [O:17]1[CH2:18][CH2:19][CH:14]([C:12]([N:9]2[CH2:10][CH2:11][C@@H:7]([O:6][S:2]([CH3:1])(=[O:4])=[O:3])[CH2:8]2)=[O:13])[CH2:15][CH2:16]1. (2) Given the reactants [F:1][C:2]1[C:3]2[O:28][N:27]=[C:26]([C:29]#[N:30])[C:4]=2[CH:5]=[C:6]2[C:19]=1[N:18]1[CH2:20][C@@H:21]([CH3:25])[O:22][C@@H:23]([CH3:24])[C@@H:17]1[C:8]1([C:13](=[O:14])[NH:12][C:11](=[O:15])[NH:10][C:9]1=[O:16])[CH2:7]2.[NH4+]=[S:32], predict the reaction product. The product is: [F:1][C:2]1[C:3]2[O:28][N:27]=[C:26]([C:29](=[S:32])[NH2:30])[C:4]=2[CH:5]=[C:6]2[C:19]=1[N:18]1[CH2:20][C@@H:21]([CH3:25])[O:22][C@@H:23]([CH3:24])[C@@H:17]1[C:8]1([C:13](=[O:14])[NH:12][C:11](=[O:15])[NH:10][C:9]1=[O:16])[CH2:7]2. (3) Given the reactants Cl[C:2]1[N:3]=[N:4][C:5]([C:10]2[CH:15]=[CH:14][CH:13]=[C:12]([F:16])[C:11]=2[F:17])=[CH:6][C:7]=1[C:8]#[N:9].O.[NH2:19][NH2:20], predict the reaction product. The product is: [F:17][C:11]1[C:12]([F:16])=[CH:13][CH:14]=[CH:15][C:10]=1[C:5]1[CH:6]=[C:7]2[C:8]([NH2:9])=[N:4][NH:3][C:2]2=[N:19][N:20]=1.